This data is from Forward reaction prediction with 1.9M reactions from USPTO patents (1976-2016). The task is: Predict the product of the given reaction. (1) Given the reactants CCN(C(C)C)C(C)C.ClC1C=CC=CC=1C(NC(=O)N[C:18]1[S:19][C:20]2[CH:26]=[C:25](S(CCN(CCO)C)(=O)=O)[CH:24]=[CH:23][C:21]=2[N:22]=1)=O.[Cl:42]C(OC(C)C)=O.[NH3:49].[CH2:50]1C[O:53][CH2:52][CH2:51]1, predict the reaction product. The product is: [Cl:42][C:23]1[CH:24]=[CH:25][C:26]([C:20]2[S:19][CH:18]=[N:22][CH:21]=2)=[CH:50][C:51]=1[C:52]([NH2:49])=[O:53]. (2) Given the reactants [CH:1]1([C:4]2[CH:9]=[CH:8][C:7]([C@@H:10]3[CH2:12][C@H:11]3[NH2:13])=[CH:6][CH:5]=2)[CH2:3][CH2:2]1.[CH:14]([CH:16]1[CH2:21][CH2:20][N:19]([CH2:22][C:23]2[CH:32]=[CH:31][C:26]([C:27]([O:29][CH3:30])=[O:28])=[CH:25][CH:24]=2)[CH2:18][CH2:17]1)=O.C(O)(=O)C.C([BH3-])#N.[Na+], predict the reaction product. The product is: [CH:1]1([C:4]2[CH:9]=[CH:8][C:7]([C@@H:10]3[CH2:12][C@H:11]3[NH:13][CH2:14][CH:16]3[CH2:21][CH2:20][N:19]([CH2:22][C:23]4[CH:24]=[CH:25][C:26]([C:27]([O:29][CH3:30])=[O:28])=[CH:31][CH:32]=4)[CH2:18][CH2:17]3)=[CH:6][CH:5]=2)[CH2:3][CH2:2]1. (3) Given the reactants [CH2:1]([NH:6][C:7]([C:9]1[CH:14]=[CH:13][C:12]([NH:15]C(=O)[O-])=[CH:11][CH:10]=1)=[O:8])[CH2:2][CH2:3][CH2:4][CH3:5], predict the reaction product. The product is: [NH2:15][C:12]1[CH:11]=[CH:10][C:9]([C:7]([NH:6][CH2:1][CH2:2][CH2:3][CH2:4][CH3:5])=[O:8])=[CH:14][CH:13]=1. (4) The product is: [Cl:1][C:2]1[CH:7]=[CH:6][C:5]([C:8]2[C:9]([C:10]#[N:11])=[CH:14][N:31]=[C:29]([NH:28][C:25]3[CH:24]=[CH:23][C:22]([F:21])=[CH:27][CH:26]=3)[N:30]=2)=[CH:4][N:3]=1. Given the reactants [Cl:1][C:2]1[CH:7]=[CH:6][C:5]([C:8](=O)[C:9]([C:14]#N)=[CH:10][N:11](C)C)=[CH:4][N:3]=1.[N+]([O-])([O-])=O.[F:21][C:22]1[CH:27]=[CH:26][C:25]([NH:28][C:29]([NH2:31])=[NH2+:30])=[CH:24][CH:23]=1.[OH-].[Na+], predict the reaction product. (5) The product is: [Br:1][C:2]1[S:6][C:5]([CH2:7][N:9]2[CH2:10][CH2:11][O:12][CH2:13][CH2:14]2)=[CH:4][C:3]=1[CH3:15]. Given the reactants [Br:1][C:2]1[S:6][C:5]([C:7]([N:9]2[CH2:14][CH2:13][O:12][CH2:11][CH2:10]2)=O)=[CH:4][C:3]=1[CH3:15].C1COCC1.[OH-].[Na+], predict the reaction product.